This data is from Forward reaction prediction with 1.9M reactions from USPTO patents (1976-2016). The task is: Predict the product of the given reaction. (1) Given the reactants [Cl:1][C:2]1[CH:3]=[C:4]([CH:8]=[CH:9][CH:10]=1)[C:5]([NH2:7])=[NH:6].[CH3:11][O:12][C:13]1[CH:18]=[C:17]([C:19]([CH2:21]Br)=O)[CH:16]=[CH:15][CH:14]=1, predict the reaction product. The product is: [Cl:1][C:2]1[CH:3]=[C:4]([C:5]2[NH:7][CH:21]=[C:19]([C:17]3[CH:16]=[CH:15][CH:14]=[C:13]([O:12][CH3:11])[CH:18]=3)[N:6]=2)[CH:8]=[CH:9][CH:10]=1. (2) Given the reactants [C:1]([CH:3]([CH:7]1[C:11]([Cl:12])=[C:10](Cl)C(=O)O1)[C:4]([NH2:6])=[O:5])#[N:2].Cl.[NH2:16][CH2:17][C:18]1[CH:23]=[C:22]([Cl:24])[CH:21]=[CH:20][C:19]=1[NH:25][C:26]([NH:28][CH3:29])=[O:27].C(N(C(C)C)CC)(C)C.[OH-].[Na+], predict the reaction product. The product is: [ClH:12].[Cl:12][C:11]1[CH:7]=[C:3]([C:4]([NH2:6])=[O:5])[C:1](=[NH:2])[N:16]([CH2:17][C:18]2[CH:23]=[C:22]([Cl:24])[CH:21]=[CH:20][C:19]=2[NH:25][C:26](=[O:27])[NH:28][CH3:29])[CH:10]=1. (3) Given the reactants [Cl:1][C:2]1[N:3]=[C:4]([N:15]2[CH2:20][CH2:19][O:18][CH2:17][CH2:16]2)[C:5]2[S:10][C:9](S(C)(=O)=O)=[N:8][C:6]=2[N:7]=1.[BH4-].[Na+], predict the reaction product. The product is: [Cl:1][C:2]1[N:3]=[C:4]([N:15]2[CH2:16][CH2:17][O:18][CH2:19][CH2:20]2)[C:5]2[S:10][CH:9]=[N:8][C:6]=2[N:7]=1. (4) Given the reactants [NH2:1][CH2:2][CH2:3][O:4][C:5]1[CH:10]=[CH:9][C:8]([CH2:11][CH:12]([CH2:18][CH2:19][CH2:20][CH3:21])[C:13]([O:15][CH2:16][CH3:17])=[O:14])=[CH:7][CH:6]=1.COC[C:25]1[C:30]([C:31]2[CH:36]=[CH:35][CH:34]=[C:33]([CH2:37][O:38][CH3:39])[CH:32]=2)=[CH:29][CH:28]=[C:27]([C:40]([OH:42])=O)[CH:26]=1.[C:43](N1C=CN=C1)(N1C=CN=C1)=[O:44], predict the reaction product. The product is: [CH2:18]([CH:12]([CH2:11][C:8]1[CH:9]=[CH:10][C:5]([O:4][CH2:3][CH2:2][NH:1][C:40]([C:27]2[CH:26]=[CH:25][C:30]([C:31]3[CH:36]=[CH:35][CH:34]=[C:33]([CH:37]([O:38][CH3:39])[O:44][CH3:43])[CH:32]=3)=[CH:29][CH:28]=2)=[O:42])=[CH:6][CH:7]=1)[C:13]([O:15][CH2:16][CH3:17])=[O:14])[CH2:19][CH2:20][CH3:21]. (5) Given the reactants [CH3:1][CH:2]1[CH2:7][CH2:6][CH2:5][CH:4]([CH3:8])[CH:3]1[NH2:9].[F:10][C:11]1[C:19]([F:20])=[C:18]([F:21])[C:17]([F:22])=[C:16]([F:23])[C:12]=1[C:13](Cl)=[O:14], predict the reaction product. The product is: [CH3:1][CH:2]1[CH2:7][CH2:6][CH2:5][CH:4]([CH3:8])[CH:3]1[NH:9][C:13](=[O:14])[C:12]1[C:16]([F:23])=[C:17]([F:22])[C:18]([F:21])=[C:19]([F:20])[C:11]=1[F:10]. (6) Given the reactants [C:1]([C:3]1[CH:8]=[CH:7][N:6]2[C:9]([C:12]([O:14]CC)=[O:13])=[CH:10][N:11]=[C:5]2[CH:4]=1)#[N:2].[Li+].[OH-], predict the reaction product. The product is: [C:1]([C:3]1[CH:8]=[CH:7][N:6]2[C:9]([C:12]([OH:14])=[O:13])=[CH:10][N:11]=[C:5]2[CH:4]=1)#[N:2].